Dataset: Reaction yield outcomes from USPTO patents with 853,638 reactions. Task: Predict the reaction yield, written as a fraction of the theoretical maximum amount of product (1.0 means a 100% yield; for example, 0.34 means a 34% yield). (1) The reactants are [F:1][C:2]1[CH:7]=[CH:6][C:5]([C:8]2[NH:17][C:16](=[O:18])[C:15]3[C:10](=[C:11]([O:19]C)[CH:12]=[CH:13][CH:14]=3)[N:9]=2)=[CH:4][CH:3]=1.B(Br)(Br)Br. No catalyst specified. The product is [F:1][C:2]1[CH:3]=[CH:4][C:5]([C:8]2[NH:17][C:16](=[O:18])[C:15]3[C:10](=[C:11]([OH:19])[CH:12]=[CH:13][CH:14]=3)[N:9]=2)=[CH:6][CH:7]=1. The yield is 0.850. (2) The reactants are [Br:1][CH2:2][C:3]1[CH:11]=[CH:10][C:6]([C:7]([OH:9])=[O:8])=[CH:5][CH:4]=1.[C:12](O)([CH3:15])([CH3:14])[CH3:13].[O-]S([O-])(=O)=O.[Mg+2].S(=O)(=O)(O)O. The catalyst is ClCCl. The product is [Br:1][CH2:2][C:3]1[CH:11]=[CH:10][C:6]([C:7]([O:9][C:12]([CH3:15])([CH3:14])[CH3:13])=[O:8])=[CH:5][CH:4]=1. The yield is 0.390.